From a dataset of Full USPTO retrosynthesis dataset with 1.9M reactions from patents (1976-2016). Predict the reactants needed to synthesize the given product. (1) The reactants are: [CH:1](NC(C)C)(C)C.[Li]CCCC.[O:13]1[C:17]2([CH2:22][CH2:21][CH:20]([C:23]([O:25][CH2:26][CH3:27])=[O:24])[CH2:19][CH2:18]2)[O:16][CH2:15][CH2:14]1.CI. Given the product [CH3:1][C:20]1([C:23]([O:25][CH2:26][CH3:27])=[O:24])[CH2:21][CH2:22][C:17]2([O:16][CH2:15][CH2:14][O:13]2)[CH2:18][CH2:19]1, predict the reactants needed to synthesize it. (2) Given the product [Br:22][CH2:2][C:1]([C:4]1[CH:5]=[CH:6][C:7]([C:10]2([NH:14][C:15](=[O:21])[O:16][C:17]([CH3:20])([CH3:19])[CH3:18])[CH2:13][CH2:12][CH2:11]2)=[CH:8][CH:9]=1)=[O:3], predict the reactants needed to synthesize it. The reactants are: [C:1]([C:4]1[CH:9]=[CH:8][C:7]([C:10]2([NH:14][C:15](=[O:21])[O:16][C:17]([CH3:20])([CH3:19])[CH3:18])[CH2:13][CH2:12][CH2:11]2)=[CH:6][CH:5]=1)(=[O:3])[CH3:2].[Br-:22].[Br-].[Br-].C([N+](CCCC)(CCCC)CCCC)CCC.C([N+](CCCC)(CCCC)CCCC)CCC.C([N+](CCCC)(CCCC)CCCC)CCC. (3) Given the product [F:23][C:24]1[C:42]([C:43]2[CH:44]=[C:45]3[C:50](=[CH:51][CH:52]=2)[N:49]=[C:48]([NH:53][CH3:54])[N:47]=[CH:46]3)=[C:41]([CH3:55])[CH:40]=[CH:39][C:25]=1[C:26](=[S:10])[NH:28][C:29]1[CH:34]=[CH:33][CH:32]=[C:31]([O:35][CH:36]([CH3:38])[CH3:37])[CH:30]=1, predict the reactants needed to synthesize it. The reactants are: COC1C=CC(P2(SP(C3C=CC(OC)=CC=3)(=S)S2)=[S:10])=CC=1.[F:23][C:24]1[C:42]([C:43]2[CH:44]=[C:45]3[C:50](=[CH:51][CH:52]=2)[N:49]=[C:48]([NH:53][CH3:54])[N:47]=[CH:46]3)=[C:41]([CH3:55])[CH:40]=[CH:39][C:25]=1[C:26]([NH:28][C:29]1[CH:34]=[CH:33][CH:32]=[C:31]([O:35][CH:36]([CH3:38])[CH3:37])[CH:30]=1)=O. (4) Given the product [CH3:1][O:2][C:3]1[CH:4]=[CH:5][C:6]2[CH2:7][C:8]3[C:21]4[CH:20]=[N:19][CH:18]=[CH:17][C:22]=4[O:15][C:9]=3[C:10]([CH3:13])([CH3:14])[C:11]=2[CH:12]=1, predict the reactants needed to synthesize it. The reactants are: [CH3:1][O:2][C:3]1[CH:12]=[C:11]2[C:6]([CH2:7][CH2:8][C:9](=[O:15])[C:10]2([CH3:14])[CH3:13])=[CH:5][CH:4]=1.Br[C:17]1[CH:18]=[N:19][CH:20]=[CH:21][C:22]=1Cl.CC(C)([O-])C.[Na+].COC1C=CC=C(OC)C=1C1C=CC=CC=1P(C1CCCCC1)C1CCCCC1. (5) Given the product [C:9]([O:8][C:6](=[O:7])[NH:5][CH:4]([C:3]([NH:23][NH2:24])=[O:2])[CH2:13][C:14]1[CH:19]=[CH:18][C:17]([F:20])=[CH:16][CH:15]=1)([CH3:12])([CH3:11])[CH3:10], predict the reactants needed to synthesize it. The reactants are: C[O:2][C:3](=O)[C@@H:4]([CH2:13][C:14]1[CH:19]=[CH:18][C:17]([F:20])=[CH:16][CH:15]=1)[NH:5][C:6]([O:8][C:9]([CH3:12])([CH3:11])[CH3:10])=[O:7].O.[NH2:23][NH2:24]. (6) Given the product [F:23][C:22]1[CH:21]=[CH:20][CH:19]=[C:18]([F:24])[C:17]=1[CH:10]([CH2:11][CH2:12][OH:13])[CH:9]([C:25]1[CH:26]=[CH:27][C:28]([F:31])=[CH:29][CH:30]=1)[C:7]#[N:8], predict the reactants needed to synthesize it. The reactants are: O1CCCC1.B.[C:7]([CH:9]([C:25]1[CH:30]=[CH:29][C:28]([F:31])=[CH:27][CH:26]=1)[CH:10]([C:17]1[C:22]([F:23])=[CH:21][CH:20]=[CH:19][C:18]=1[F:24])[CH2:11][C:12](OCC)=[O:13])#[N:8].CO. (7) Given the product [NH2:19][CH2:18][CH:16]1[CH2:15][N:14]([CH:7]([C:8]2[CH:13]=[CH:12][CH:11]=[CH:10][CH:9]=2)[C:1]2[CH:6]=[CH:5][CH:4]=[CH:3][CH:2]=2)[CH2:17]1, predict the reactants needed to synthesize it. The reactants are: [C:1]1([CH:7]([N:14]2[CH2:17][CH:16]([C:18]#[N:19])[CH2:15]2)[C:8]2[CH:13]=[CH:12][CH:11]=[CH:10][CH:9]=2)[CH:6]=[CH:5][CH:4]=[CH:3][CH:2]=1.[H-].[Al+3].[Li+].[H-].[H-].[H-].O.[Na].